This data is from HIV replication inhibition screening data with 41,000+ compounds from the AIDS Antiviral Screen. The task is: Binary Classification. Given a drug SMILES string, predict its activity (active/inactive) in a high-throughput screening assay against a specified biological target. (1) The compound is C=C1CN(S(=O)(=O)c2ccc(C)cc2)CCCN(CCC)CCCN(S(=O)(=O)c2ccc(C)cc2)C1.Cl. The result is 0 (inactive). (2) The molecule is CCOCCN(Cc1ccc(CN(CCOCC)C(=O)C(Cl)Cl)cc1)C(=O)C(Cl)Cl. The result is 0 (inactive). (3) The result is 0 (inactive). The drug is O=C1NC2(CCN(Cc3ccccc3)CC2)Oc2ccccc21. (4) The molecule is COC(=O)c1cc(C)ccc1CC(Cc1cccc(C)c1)C(=O)OC. The result is 0 (inactive). (5) The compound is COC(=O)c1nc2c(C)c(O)c(O)c(C(C)CCC=C(C)C)c2o1. The result is 0 (inactive).